Dataset: Forward reaction prediction with 1.9M reactions from USPTO patents (1976-2016). Task: Predict the product of the given reaction. Given the reactants [C:1](Cl)(=[O:4])[CH:2]=[CH2:3].[CH2:6]([NH2:10])[CH:7]([NH2:9])[CH3:8], predict the reaction product. The product is: [CH2:6]([NH:10][C:1](=[O:4])[CH:2]=[CH2:3])[CH:7]([NH:9][C:1](=[O:4])[CH:2]=[CH2:3])[CH3:8].